Dataset: Full USPTO retrosynthesis dataset with 1.9M reactions from patents (1976-2016). Task: Predict the reactants needed to synthesize the given product. (1) Given the product [Br-:6].[Cl:1][C:2]1[CH:3]=[C:4]([CH:7]=[CH:8][C:9]=1[O:10][CH:11]([CH3:13])[CH3:12])[CH2:5][P+:20]([C:21]1[CH:22]=[CH:23][CH:24]=[CH:25][CH:26]=1)([C:27]1[CH:32]=[CH:31][CH:30]=[CH:29][CH:28]=1)[C:14]1[CH:15]=[CH:16][CH:17]=[CH:18][CH:19]=1, predict the reactants needed to synthesize it. The reactants are: [Cl:1][C:2]1[CH:3]=[C:4]([CH:7]=[CH:8][C:9]=1[O:10][CH:11]([CH3:13])[CH3:12])[CH2:5][Br:6].[C:14]1([P:20]([C:27]2[CH:32]=[CH:31][CH:30]=[CH:29][CH:28]=2)[C:21]2[CH:26]=[CH:25][CH:24]=[CH:23][CH:22]=2)[CH:19]=[CH:18][CH:17]=[CH:16][CH:15]=1. (2) Given the product [C:35]([O:39][C:40](=[O:43])[CH2:41][O:27][CH:23]1[CH2:24][CH2:25][CH2:26][CH:21]([O:20][C:18]2[C:19]3[C:11]([C:8]4[CH:9]=[CH:10][C:5]([CH2:3][CH3:4])=[CH:6][CH:7]=4)=[C:12]([C:28]4[CH:33]=[CH:32][CH:31]=[CH:30][C:29]=4[F:34])[O:13][C:14]=3[N:15]=[CH:16][N:17]=2)[CH2:22]1)([CH3:38])([CH3:37])[CH3:36], predict the reactants needed to synthesize it. The reactants are: [OH-].[Na+].[CH2:3]([C:5]1[CH:10]=[CH:9][C:8]([C:11]2[C:19]3[C:18]([O:20][CH:21]4[CH2:26][CH2:25][CH2:24][CH:23]([OH:27])[CH2:22]4)=[N:17][CH:16]=[N:15][C:14]=3[O:13][C:12]=2[C:28]2[CH:33]=[CH:32][CH:31]=[CH:30][C:29]=2[F:34])=[CH:7][CH:6]=1)[CH3:4].[C:35]([O:39][C:40](=[O:43])[CH2:41]Br)([CH3:38])([CH3:37])[CH3:36].Cl. (3) Given the product [CH3:1][N:2]([C:3]1[CH:8]=[CH:7][CH:6]=[CH:5][CH:4]=1)[C:18]([C:16]1[CH:15]=[CH:14][C:13]2=[N:9][O:10][N:11]=[C:12]2[CH:17]=1)=[O:19], predict the reactants needed to synthesize it. The reactants are: [CH3:1][NH:2][C:3]1[CH:8]=[CH:7][CH:6]=[CH:5][CH:4]=1.[N:9]1[O:10][N:11]=[C:12]2[CH:17]=[C:16]([C:18](Cl)=[O:19])[CH:15]=[CH:14][C:13]=12.